This data is from Peptide-MHC class I binding affinity with 185,985 pairs from IEDB/IMGT. The task is: Regression. Given a peptide amino acid sequence and an MHC pseudo amino acid sequence, predict their binding affinity value. This is MHC class I binding data. (1) The peptide sequence is ITEMLRKDY. The MHC is HLA-A32:01 with pseudo-sequence HLA-A32:01. The binding affinity (normalized) is 0. (2) The MHC is Mamu-A11 with pseudo-sequence Mamu-A11. The binding affinity (normalized) is 0. The peptide sequence is KVFPYALINK.